The task is: Regression. Given two drug SMILES strings and cell line genomic features, predict the synergy score measuring deviation from expected non-interaction effect.. This data is from NCI-60 drug combinations with 297,098 pairs across 59 cell lines. (1) Drug 1: C1C(C(OC1N2C=NC3=C(N=C(N=C32)Cl)N)CO)O. Drug 2: C1=NC2=C(N1)C(=S)N=CN2. Cell line: OVCAR-5. Synergy scores: CSS=50.2, Synergy_ZIP=-7.03, Synergy_Bliss=-2.32, Synergy_Loewe=-5.45, Synergy_HSA=1.47. (2) Drug 1: CC1=C(N=C(N=C1N)C(CC(=O)N)NCC(C(=O)N)N)C(=O)NC(C(C2=CN=CN2)OC3C(C(C(C(O3)CO)O)O)OC4C(C(C(C(O4)CO)O)OC(=O)N)O)C(=O)NC(C)C(C(C)C(=O)NC(C(C)O)C(=O)NCCC5=NC(=CS5)C6=NC(=CS6)C(=O)NCCC[S+](C)C)O. Drug 2: CCCCC(=O)OCC(=O)C1(CC(C2=C(C1)C(=C3C(=C2O)C(=O)C4=C(C3=O)C=CC=C4OC)O)OC5CC(C(C(O5)C)O)NC(=O)C(F)(F)F)O. Cell line: A549. Synergy scores: CSS=46.0, Synergy_ZIP=-2.62, Synergy_Bliss=-5.41, Synergy_Loewe=-11.9, Synergy_HSA=-2.21. (3) Drug 1: CN1C(=O)N2C=NC(=C2N=N1)C(=O)N. Drug 2: CC1=C2C(C(=O)C3(C(CC4C(C3C(C(C2(C)C)(CC1OC(=O)C(C(C5=CC=CC=C5)NC(=O)C6=CC=CC=C6)O)O)OC(=O)C7=CC=CC=C7)(CO4)OC(=O)C)O)C)OC(=O)C. Cell line: EKVX. Synergy scores: CSS=8.16, Synergy_ZIP=-0.900, Synergy_Bliss=2.22, Synergy_Loewe=-52.5, Synergy_HSA=-4.51. (4) Drug 1: C1=CC(=CC=C1CCC2=CNC3=C2C(=O)NC(=N3)N)C(=O)NC(CCC(=O)O)C(=O)O. Drug 2: C1=NC2=C(N=C(N=C2N1C3C(C(C(O3)CO)O)O)F)N. Cell line: NCI-H226. Synergy scores: CSS=4.76, Synergy_ZIP=-2.60, Synergy_Bliss=0.893, Synergy_Loewe=-4.18, Synergy_HSA=-1.26. (5) Drug 1: CS(=O)(=O)C1=CC(=C(C=C1)C(=O)NC2=CC(=C(C=C2)Cl)C3=CC=CC=N3)Cl. Drug 2: CCN(CC)CCNC(=O)C1=C(NC(=C1C)C=C2C3=C(C=CC(=C3)F)NC2=O)C. Cell line: RPMI-8226. Synergy scores: CSS=-8.15, Synergy_ZIP=4.15, Synergy_Bliss=4.13, Synergy_Loewe=-6.95, Synergy_HSA=-4.88.